Dataset: Reaction yield outcomes from USPTO patents with 853,638 reactions. Task: Predict the reaction yield, written as a fraction of the theoretical maximum amount of product (1.0 means a 100% yield; for example, 0.34 means a 34% yield). (1) The yield is 0.730. The reactants are [OH:1][C@H:2]1[CH2:7][CH2:6][C@H:5]([N:8]2[C:13](=[O:14])[C:12]([CH2:15][C:16]3[CH:21]=[CH:20][C:19]([C:22]4[C:23]([C:28]#[N:29])=[CH:24][CH:25]=[CH:26][CH:27]=4)=[CH:18][CH:17]=3)=[C:11]([CH2:30][CH2:31][CH3:32])[N:10]3[N:33]=[C:34]([CH3:36])[N:35]=[C:9]23)[CH2:4][CH2:3]1.[CH2:37]([O:39][C:40](=[O:46])[C:41](=[N+]=[N-])[CH2:42][CH3:43])[CH3:38].O. The catalyst is C1(C)C=CC=CC=1.C([O-])(=O)C.[Rh+2].C([O-])(=O)C. The product is [C:28]([C:23]1[CH:24]=[CH:25][CH:26]=[CH:27][C:22]=1[C:19]1[CH:20]=[CH:21][C:16]([CH2:15][C:12]2[C:13](=[O:14])[N:8]([C@H:5]3[CH2:6][CH2:7][C@H:2]([O:1][CH:41]([CH2:42][CH3:43])[C:40]([O:39][CH2:37][CH3:38])=[O:46])[CH2:3][CH2:4]3)[C:9]3[N:10]([N:33]=[C:34]([CH3:36])[N:35]=3)[C:11]=2[CH2:30][CH2:31][CH3:32])=[CH:17][CH:18]=1)#[N:29]. (2) The reactants are [CH3:1][C:2]([CH3:8])([CH3:7])[CH2:3][C:4](Cl)=[O:5].C(N(CC)CC)C.[Br:16][C:17]1[CH:22]=[C:21]([CH3:23])[C:20]([NH2:24])=[C:19]([Cl:25])[CH:18]=1.O. The catalyst is C(#N)C. The product is [Br:16][C:17]1[CH:22]=[C:21]([CH3:23])[C:20]([NH:24][C:4](=[O:5])[CH2:3][C:2]([CH3:8])([CH3:7])[CH3:1])=[C:19]([Cl:25])[CH:18]=1. The yield is 1.00. (3) The reactants are [Cl:1][C:2]1[CH:7]=[CH:6][C:5]([CH2:8]Cl)=[CH:4][N:3]=1.[C-:10]#[N:11].[K+]. The catalyst is C(O)C.O. The product is [Cl:1][C:2]1[N:3]=[CH:4][C:5]([CH2:8][C:10]#[N:11])=[CH:6][CH:7]=1. The yield is 0.890. (4) The reactants are [O:1]=[C:2]1[NH:6][C:5]2[CH:7]=[CH:8][C:9]([C:11]([OH:13])=O)=[CH:10][C:4]=2[NH:3]1.[CH2:14]1[C@H:23]2[C@H:18]([CH2:19][CH2:20][C:21]3[CH:27]=[CH:26][CH:25]=[CH:24][C:22]=32)[NH:17][CH2:16][CH2:15]1.F[P-](F)(F)(F)(F)F.N1(OC(N(C)C)=[N+](C)C)C2N=CC=CC=2N=N1. No catalyst specified. The product is [CH2:14]1[C@H:23]2[C@H:18]([CH2:19][CH2:20][C:21]3[CH:27]=[CH:26][CH:25]=[CH:24][C:22]=32)[N:17]([C:11]([C:9]2[CH:8]=[CH:7][C:5]3[NH:6][C:2](=[O:1])[NH:3][C:4]=3[CH:10]=2)=[O:13])[CH2:16][CH2:15]1. The yield is 0.140. (5) The reactants are [OH-].[Na+:2].[Br:3][C:4]1[N:5]([C:14]2[C:23]3[C:18](=[CH:19][CH:20]=[CH:21][CH:22]=3)[C:17]([CH:24]3[CH2:26][CH2:25]3)=[CH:16][CH:15]=2)[C:6]([S:9][CH2:10][C:11]([OH:13])=[O:12])=[N:7][N:8]=1. The catalyst is C(O)C. The product is [Br:3][C:4]1[N:5]([C:14]2[C:23]3[C:18](=[CH:19][CH:20]=[CH:21][CH:22]=3)[C:17]([CH:24]3[CH2:26][CH2:25]3)=[CH:16][CH:15]=2)[C:6]([S:9][CH2:10][C:11]([O-:13])=[O:12])=[N:7][N:8]=1.[Na+:2]. The yield is 1.00. (6) The catalyst is CN(C=O)C. The yield is 0.540. The reactants are [C:1]([O:4][CH:5]1[CH2:10][CH2:9][N:8]([C:11]2[CH:16]=[CH:15][C:14](Br)=[CH:13]N=2)[CH2:7][CH2:6]1)(=[O:3])[CH3:2].[B:18]1([B:18]2[O:22][C:21]([CH3:24])([CH3:23])[C:20]([CH3:26])([CH3:25])[O:19]2)[O:22][C:21]([CH3:24])([CH3:23])[C:20]([CH3:26])([CH3:25])[O:19]1.[CH3:36]C([O-])=O.[K+]. The product is [C:1]([O:4][CH:5]1[CH2:10][CH2:9][N:8]([C:11]2[CH:36]=[CH:13][C:14]([B:18]3[O:22][C:21]([CH3:24])([CH3:23])[C:20]([CH3:26])([CH3:25])[O:19]3)=[CH:15][CH:16]=2)[CH2:7][CH2:6]1)(=[O:3])[CH3:2]. (7) The reactants are CC(OC(/N=N/C(OC(C)C)=O)=O)C.[CH2:15]([O:22][C:23](=[O:36])[NH:24][CH2:25][CH2:26][CH2:27][CH2:28][C:29]1[CH:34]=[CH:33][C:32]([OH:35])=[CH:31][CH:30]=1)[C:16]1[CH:21]=[CH:20][CH:19]=[CH:18][CH:17]=1.[C:37]([O:41][C:42](=[O:47])[NH:43][CH2:44][CH2:45]O)([CH3:40])([CH3:39])[CH3:38]. The catalyst is C1COCC1. The product is [CH2:15]([O:22][C:23](=[O:36])[NH:24][CH2:25][CH2:26][CH2:27][CH2:28][C:29]1[CH:34]=[CH:33][C:32]([O:35][CH2:45][CH2:44][NH:43][C:42]([O:41][C:37]([CH3:40])([CH3:39])[CH3:38])=[O:47])=[CH:31][CH:30]=1)[C:16]1[CH:21]=[CH:20][CH:19]=[CH:18][CH:17]=1. The yield is 0.730. (8) The reactants are C([O:3][C:4]([C:6]1([C:11]2[CH:16]=[C:15]([O:17][CH2:18][C:19]([F:22])([F:21])[F:20])[C:14]([C:23]3[CH:28]=[CH:27][C:26]([C:29]([F:32])([F:31])[F:30])=[CH:25][CH:24]=3)=[C:13]([Cl:33])[CH:12]=2)[CH2:10][CH2:9][CH2:8][CH2:7]1)=[O:5])C.[Li+].[OH-]. The catalyst is CO.C1COCC1.O. The product is [Cl:33][C:13]1[CH:12]=[C:11]([C:6]2([C:4]([OH:5])=[O:3])[CH2:7][CH2:8][CH2:9][CH2:10]2)[CH:16]=[C:15]([O:17][CH2:18][C:19]([F:21])([F:22])[F:20])[C:14]=1[C:23]1[CH:24]=[CH:25][C:26]([C:29]([F:30])([F:31])[F:32])=[CH:27][CH:28]=1. The yield is 0.730. (9) The reactants are [Br:1][C:2]1[C:3](=[O:25])[NH:4][C:5]([C:11]2[CH:16]=[C:15]([C:17](=[O:20])[CH2:18]Br)[CH:14]=[CH:13][C:12]=2[O:21][CH2:22][CH2:23][CH3:24])=[N:6][C:7]=1[CH:8]([CH3:10])[CH3:9].C(N(CC)CC)C.[NH:33]1[CH2:38][CH2:37][O:36][CH2:35][CH2:34]1. The catalyst is ClCCl. The product is [Br:1][C:2]1[C:3](=[O:25])[NH:4][C:5]([C:11]2[CH:16]=[C:15]([C:17](=[O:20])[CH2:18][N:33]3[CH2:38][CH2:37][O:36][CH2:35][CH2:34]3)[CH:14]=[CH:13][C:12]=2[O:21][CH2:22][CH2:23][CH3:24])=[N:6][C:7]=1[CH:8]([CH3:10])[CH3:9]. The yield is 0.390.